This data is from Full USPTO retrosynthesis dataset with 1.9M reactions from patents (1976-2016). The task is: Predict the reactants needed to synthesize the given product. Given the product [CH2:10]([O:12][C:13]([C:15]1[N:16]([CH3:25])[C:17]([CH2:23][CH3:24])=[C:18]([C:21]#[N:22])[C:19]=1[B:4]1[O:5][C:6]([CH3:8])([CH3:7])[C:2]([CH3:9])([CH3:1])[O:3]1)=[O:14])[CH3:11], predict the reactants needed to synthesize it. The reactants are: [CH3:1][C:2]1([CH3:9])[C:6]([CH3:8])([CH3:7])[O:5][BH:4][O:3]1.[CH2:10]([O:12][C:13]([C:15]1[N:16]([CH3:25])[C:17]([CH2:23][CH3:24])=[C:18]([C:21]#[N:22])[C:19]=1I)=[O:14])[CH3:11].C(Cl)Cl.C(N(CC)CC)C.